Dataset: Plasma protein binding rate (PPBR) regression data from AstraZeneca. Task: Regression/Classification. Given a drug SMILES string, predict its absorption, distribution, metabolism, or excretion properties. Task type varies by dataset: regression for continuous measurements (e.g., permeability, clearance, half-life) or binary classification for categorical outcomes (e.g., BBB penetration, CYP inhibition). For this dataset (ppbr_az), we predict Y. (1) The drug is COc1ccc2nnc(=O)n(CCN3CCC(NCc4ccc5c(n4)NC(=O)CO5)CC3)c2c1. The Y is 55.7 %. (2) The compound is COc1cc(OC)c(S(=O)(=O)N2c3ccccc3CCC2C)cc1NC(=O)CCC(=O)O. The Y is 81.4 %. (3) The compound is CCOc1ncc(C)c2c1[C@H](c1ccc(C#N)cc1OC)C(C(N)=O)=C(C)N2. The Y is 92.5 %. (4) The compound is CCn1cc([C@]2(c3cccc(NC(=O)c4ccc(Cl)cn4)c3)N=C(N)c3c(F)cccc32)cc(C)c1=O. The Y is 98.3 %. (5) The Y is 92.0 %. The compound is C[C@H](Nc1ncc(F)c(Nc2cc(C3CC3)[nH]n2)n1)c1ccc(F)cn1. (6) The molecule is COc1cc2ncc(C(N)=O)c(Nc3ccccc3C)c2cc1OC. The Y is 99.2 %.